Predict the reaction yield, written as a fraction of the theoretical maximum amount of product (1.0 means a 100% yield; for example, 0.34 means a 34% yield). From a dataset of Reaction yield outcomes from USPTO patents with 853,638 reactions. (1) The reactants are Br[C:2]1[CH:3]=[C:4]([CH:22]=[CH:23][CH:24]=1)[CH:5]=[C:6]1[C:12]2=[N:13][CH:14]=[CH:15][CH:16]=[C:11]2[CH2:10][CH2:9][C:8]2[CH:17]=[C:18]([Cl:21])[CH:19]=[CH:20][C:7]1=2.[B:25]1([B:25]2[O:29][C:28]([CH3:31])([CH3:30])[C:27]([CH3:33])([CH3:32])[O:26]2)[O:29][C:28]([CH3:31])([CH3:30])[C:27]([CH3:33])([CH3:32])[O:26]1.CC([O-])=O.[K+].O. The catalyst is CS(C)=O.C1C=CC(P(C2C=CC=CC=2)[C-]2C=CC=C2)=CC=1.C1C=CC(P(C2C=CC=CC=2)[C-]2C=CC=C2)=CC=1.Cl[Pd]Cl.[Fe+2].C(OCC)(=O)C. The product is [Cl:21][C:18]1[CH:19]=[CH:20][C:7]2[C:6](=[CH:5][C:4]3[CH:22]=[CH:23][CH:24]=[C:2]([B:25]4[O:29][C:28]([CH3:31])([CH3:30])[C:27]([CH3:33])([CH3:32])[O:26]4)[CH:3]=3)[C:12]3=[N:13][CH:14]=[CH:15][CH:16]=[C:11]3[CH2:10][CH2:9][C:8]=2[CH:17]=1. The yield is 0.560. (2) The reactants are Br[C:2]1[CH:7]=[CH:6][C:5]([C@@H:8]([NH:11][C:12](=[O:18])[O:13][C:14]([CH3:17])([CH3:16])[CH3:15])[CH2:9][OH:10])=[CH:4][CH:3]=1.[Na+].[CH2:20]([S:22]([O-:24])=[O:23])[CH3:21].[Na+].N1CCC[C@H]1C([O-])=O.[OH-].[Na+]. The catalyst is CS(C)=O.CCOC(C)=O.O.[Cu]I. The product is [CH2:20]([S:22]([C:2]1[CH:7]=[CH:6][C:5]([C@@H:8]([NH:11][C:12](=[O:18])[O:13][C:14]([CH3:17])([CH3:16])[CH3:15])[CH2:9][OH:10])=[CH:4][CH:3]=1)(=[O:24])=[O:23])[CH3:21]. The yield is 0.830. (3) The reactants are [CH3:1][Si:2]([CH3:44])([CH3:43])[CH2:3][CH2:4][O:5][C:6](=[O:42])[CH:7]([CH2:33][CH:34]=[CH:35][CH2:36][P:37]([OH:41])([O:39][CH3:40])=[O:38])[CH2:8][C:9]([CH3:32])=[CH:10][CH2:11][C:12]1[C:13]([O:25][CH2:26][CH2:27][Si:28]([CH3:31])([CH3:30])[CH3:29])=[C:14]2[C:18](=[C:19]([CH3:23])[C:20]=1[O:21][CH3:22])[CH2:17][O:16][C:15]2=[O:24].C1CN([P+](ON2N=NC3C=CC=CC2=3)(N2CCCC2)N2CCCC2)CC1.F[P-](F)(F)(F)(F)F.[C:78]([O:83][CH2:84][CH3:85])(=[O:82])[C@H:79]([CH3:81])O.CCN(C(C)C)C(C)C. The catalyst is CN(C=O)C. The product is [CH3:44][Si:2]([CH3:43])([CH3:1])[CH2:3][CH2:4][O:5][C:6](=[O:42])[CH:7]([CH2:33][CH:34]=[CH:35][CH2:36][P:37]([O:41][CH:79]([C:78]([O:83][CH2:84][CH3:85])=[O:82])[CH3:81])([O:39][CH3:40])=[O:38])[CH2:8][C:9]([CH3:32])=[CH:10][CH2:11][C:12]1[C:13]([O:25][CH2:26][CH2:27][Si:28]([CH3:31])([CH3:30])[CH3:29])=[C:14]2[C:18](=[C:19]([CH3:23])[C:20]=1[O:21][CH3:22])[CH2:17][O:16][C:15]2=[O:24]. The yield is 0.740. (4) The reactants are [F:1][C:2]1[CH:25]=[CH:24][CH:23]=[C:22]([O:26][CH3:27])[C:3]=1[O:4][C:5]1[CH:10]=[CH:9][C:8]([CH:11]=O)=[CH:7][C:6]=1[NH:13][C:14]([NH:16][C:17]1[S:18][CH:19]=[CH:20][N:21]=1)=[O:15].[NH:28]1[CH2:33][CH2:32][O:31][CH2:30][CH2:29]1. No catalyst specified. The product is [F:1][C:2]1[CH:25]=[CH:24][CH:23]=[C:22]([O:26][CH3:27])[C:3]=1[O:4][C:5]1[CH:10]=[CH:9][C:8]([CH2:11][N:28]2[CH2:33][CH2:32][O:31][CH2:30][CH2:29]2)=[CH:7][C:6]=1[NH:13][C:14]([NH:16][C:17]1[S:18][CH:19]=[CH:20][N:21]=1)=[O:15]. The yield is 0.780. (5) The reactants are I[C:2]1[CH:3]=[CH:4][C:5]2[N:6]([CH3:16])[C:7]3[C:12]([C:13]=2[CH:14]=1)=[CH:11][C:10](I)=[CH:9][CH:8]=3.C1COCC1.CCN(CC)CC.[CH3:29][Si:30]([C:33]#[CH:34])([CH3:32])[CH3:31]. The catalyst is CCOCC.Cl[Pd](Cl)([P](C1C=CC=CC=1)(C1C=CC=CC=1)C1C=CC=CC=1)[P](C1C=CC=CC=1)(C1C=CC=CC=1)C1C=CC=CC=1.[Cu]I. The product is [CH3:29][Si:30]([C:33]#[C:34][C:4]1[C:5]2[N:6]([CH3:16])[C:7]3[C:12](=[CH:11][CH:10]=[CH:9][CH:8]=3)[C:13]=2[CH:14]=[CH:2][CH:3]=1)([CH3:32])[CH3:31]. The yield is 1.00.